Dataset: Full USPTO retrosynthesis dataset with 1.9M reactions from patents (1976-2016). Task: Predict the reactants needed to synthesize the given product. (1) Given the product [CH2:21]([C:23]1([CH2:54][CH3:55])[C:35]2[CH:34]=[C:33]([C:2]3[CH:20]=[CH:19][CH:18]=[CH:17][C:3]=3[NH:4][CH2:5][CH2:6][CH2:7][CH2:8][CH2:9][CH2:10][CH2:11][CH2:12][CH2:13][CH2:14][CH2:15][CH3:16])[CH:32]=[CH:31][C:30]=2[C:29]2[C:24]1=[CH:25][C:26]([C:2]1[CH:20]=[CH:19][CH:18]=[CH:17][C:3]=1[NH:4][CH2:5][CH2:6][CH2:7][CH2:8][CH2:9][CH2:10][CH2:11][CH2:12][CH2:13][CH2:14][CH2:15][CH3:16])=[CH:27][CH:28]=2)[CH3:22], predict the reactants needed to synthesize it. The reactants are: Br[C:2]1[CH:20]=[CH:19][CH:18]=[CH:17][C:3]=1[NH:4][CH2:5][CH2:6][CH2:7][CH2:8][CH2:9][CH2:10][CH2:11][CH2:12][CH2:13][CH2:14][CH2:15][CH3:16].[CH2:21]([C:23]1([CH2:54][CH3:55])[C:35]2[CH:34]=[C:33](B3OC(C)(C)C(C)(C)O3)[CH:32]=[CH:31][C:30]=2[C:29]2[C:24]1=[CH:25][C:26](B1OC(C)(C)C(C)(C)O1)=[CH:27][CH:28]=2)[CH3:22].C([O-])([O-])=O.[Na+].[Na+].O. (2) Given the product [Cl:1][C:2]1[C:7]([CH2:8][O:9][CH:10]2[CH2:15][CH2:14][CH2:13][CH2:12][O:11]2)=[C:6]([O:25][CH3:24])[CH:5]=[CH:4][N:3]=1, predict the reactants needed to synthesize it. The reactants are: [Cl:1][C:2]1[C:7]([CH2:8][O:9][CH:10]2[CH2:15][CH2:14][CH2:13][CH2:12][O:11]2)=[C:6](F)[CH:5]=[CH:4][N:3]=1.BrC1C=NC=C(Cl)C=1[CH2:24][O:25]C1CCCCO1.C([O-])([O-])=O.[Cs+].[Cs+]. (3) Given the product [OH:12][N:11]=[C:6]([C:2]1[S:1][CH:5]=[CH:4][CH:3]=1)[C:7]#[N:8], predict the reactants needed to synthesize it. The reactants are: [S:1]1[CH:5]=[CH:4][CH:3]=[C:2]1[CH2:6][C:7]#[N:8].[OH-].[Na+].[N:11](OC)=[O:12]. (4) Given the product [Br:1][C:2]1[CH:14]=[N:13][C:12]2[C:11]3[C:10]([F:15])=[CH:9][CH:8]=[C:7]([S:16]([CH3:19])(=[O:17])=[O:18])[C:6]=3[N:5]([C@H:27]([C:24]3[CH:23]=[CH:22][C:21]([F:20])=[CH:26][CH:25]=3)[CH:29]3[CH2:34][CH2:33][O:32][CH2:31][CH2:30]3)[C:4]=2[CH:3]=1, predict the reactants needed to synthesize it. The reactants are: [Br:1][C:2]1[CH:14]=[N:13][C:12]2[C:11]3[C:10]([F:15])=[CH:9][CH:8]=[C:7]([S:16]([CH3:19])(=[O:18])=[O:17])[C:6]=3[NH:5][C:4]=2[CH:3]=1.[F:20][C:21]1[CH:26]=[CH:25][C:24]([C@@H:27]([CH:29]2[CH2:34][CH2:33][O:32][CH2:31][CH2:30]2)O)=[CH:23][CH:22]=1.C1(P(C2C=CC=CC=2)C2C=CC=CC=2)C=CC=CC=1.CC(OC(/N=N/C(OC(C)C)=O)=O)C. (5) Given the product [OH:8][C:9]1[CH:10]=[CH:11][C:12]([CH2:15][CH:16]([NH:22][C:23]2[CH:24]=[CH:25][CH:26]=[CH:27][CH:28]=2)[C:17]([O:19][CH2:20][CH3:21])=[O:18])=[CH:13][CH:14]=1, predict the reactants needed to synthesize it. The reactants are: C([O:8][C:9]1[CH:14]=[CH:13][C:12]([CH2:15][CH:16]([NH:22][C:23]2[CH:28]=[CH:27][CH:26]=[CH:25][CH:24]=2)[C:17]([O:19][CH2:20][CH3:21])=[O:18])=[CH:11][CH:10]=1)C1C=CC=CC=1. (6) Given the product [C:1]([O:5][C:6]([N:8]1[CH2:13][CH2:12][CH:11]([C:14]2[CH:15]=[CH:16][C:17]3[C:29](=[O:30])[C:28]4[C:27]5[C:22](=[CH:23][C:24]([C:31]#[N:32])=[CH:25][CH:26]=5)[NH:21][C:20]=4[C:19]([CH3:34])([CH3:33])[C:18]=3[CH:35]=2)[CH2:10][CH2:9]1)=[O:7])([CH3:4])([CH3:2])[CH3:3], predict the reactants needed to synthesize it. The reactants are: [C:1]([O:5][C:6]([N:8]1[CH2:13][CH:12]=[C:11]([C:14]2[CH:15]=[CH:16][C:17]3[C:29](=[O:30])[C:28]4[C:27]5[C:22](=[CH:23][C:24]([C:31]#[N:32])=[CH:25][CH:26]=5)[NH:21][C:20]=4[C:19]([CH3:34])([CH3:33])[C:18]=3[CH:35]=2)[CH2:10][CH2:9]1)=[O:7])([CH3:4])([CH3:3])[CH3:2]. (7) Given the product [C:15]([O:19][C:20]([N:22]1[CH2:27][C@H:26]([F:28])[C@H:25]([OH:29])[C:24]([CH3:31])([CH3:30])[CH2:23]1)=[O:21])([CH3:18])([CH3:16])[CH3:17], predict the reactants needed to synthesize it. The reactants are: CCC(C)[BH-](C(C)CC)C(C)CC.[Li+].[C:15]([O:19][C:20]([N:22]1[CH2:27][CH:26]([F:28])[C:25](=[O:29])[C:24]([CH3:31])([CH3:30])[CH2:23]1)=[O:21])([CH3:18])([CH3:17])[CH3:16].